The task is: Predict the reactants needed to synthesize the given product.. This data is from Full USPTO retrosynthesis dataset with 1.9M reactions from patents (1976-2016). (1) Given the product [CH3:7][O:6][C:3](=[O:8])[CH2:13][C:12](=[O:14])[CH2:11][CH:10]([CH3:15])[CH3:9], predict the reactants needed to synthesize it. The reactants are: [H-].[Na+].[C:3](=[O:8])([O:6][CH3:7])OC.[CH3:9][CH:10]([CH3:15])[CH2:11][C:12](=[O:14])[CH3:13].Cl. (2) Given the product [CH:29]1([S:28][C:25]2[CH:24]=[CH:23][C:22]([C@@H:18]([O:17][C:13]3[CH:12]=[C:11]4[C:16](=[CH:15][CH:14]=3)[N:8]([C:5]3[CH:4]=[CH:3][C:2]([F:1])=[CH:7][CH:6]=3)[N:9]=[CH:10]4)[C@@H:19]([NH:21][C:42](=[O:43])[C:41]([F:48])([F:47])[F:40])[CH3:20])=[CH:27][CH:26]=2)[CH2:31][CH2:30]1, predict the reactants needed to synthesize it. The reactants are: [F:1][C:2]1[CH:7]=[CH:6][C:5]([N:8]2[C:16]3[C:11](=[CH:12][C:13]([O:17][C@H:18]([C:22]4[CH:27]=[CH:26][C:25]([S:28][CH:29]5[CH2:31][CH2:30]5)=[CH:24][CH:23]=4)[C@@H:19]([NH2:21])[CH3:20])=[CH:14][CH:15]=3)[CH:10]=[N:9]2)=[CH:4][CH:3]=1.CN(C)C(N(C)C)=N.[F:40][C:41]([F:48])([F:47])[C:42](OCC)=[O:43].